Dataset: Experimentally validated miRNA-target interactions with 360,000+ pairs, plus equal number of negative samples. Task: Binary Classification. Given a miRNA mature sequence and a target amino acid sequence, predict their likelihood of interaction. (1) Result: 0 (no interaction). The protein sequence of the target gene is MDAIHLGMSSAPLVKHTNGVGLKAHRPRVMSKSGHSNVRIDKVDGIYLLYLQDLWTTVIDMKWRYKLTLFAATFVMTWFLFGVVYYAIAFIHGDLQLGESNSNHTPCIMKVDSLTGAFLFSLESQTTIGYGVRSITEECPHAIFLLVAQLVITTLIEIFITGTFLAKIARPKKRAETIKFSHCAVISKQNGKLCLVIQVANMRKSLLIQCQLSGKLLQTHVTKEGERILLNQATVKFHVDSSSESPFLILPMTFYHVLDETSPLRDLTPQNLKEKEFELVVLLNATVESTSAVCQSRTSY.... The miRNA is hsa-miR-6727-5p with sequence CUCGGGGCAGGCGGCUGGGAGCG. (2) The miRNA is cel-miR-81-3p with sequence UGAGAUCAUCGUGAAAGCUAGU. The protein sequence of the target gene is MNSGPGPVGGRPGGRGGPAVQQNIPSNLLQDHENQRLFELLGRKCWTLATTVVQLYLALPPGAEHWTMEHCGAVCFVKDNPQKSYFIRLYGLQAGRLLWEQELYSQLVYLTPTPFFHTFAGDDCQVGLNFADESEAQAFRALVQEKIQKRNQRQSGERRQLPPPPAPINEERRGGLPPVPPHPGGDHGGPSGGPLSLGLVTVDIQNPDITSSRYRGLPAPGPGPTDKKRSGKKKISKADIGAPSGFKHVSHVGWDPQNGFDVNNLDPDLRSLFSRAGISEAQLTDAETSKLIYDFIEDQG.... Result: 0 (no interaction). (3) The protein sequence of the target gene is MSGGVYGGDEVGALVFDIGSYTVRAGYAGEDCPKVDFPTAIGMVVERDDGSTLMEIDGDKGKQGGPTYYIDTNALRVPRENMEAISPLKNGMVEDWDSFQAILDHTYKMHVKSEASLHPVLMSEAPWNTRAKREKLTELMFEHYNIPAFFLCKTAVLTAFANGRSTGLILDSGATHTTAIPVHDGYVLQQGIVKSPLAGDFITMQCRELFQEMNIELVPPYMIASKEAVREGSPANWKRKEKLPQVTRSWHNYMCNCVIQDFQASVLQVSDSTYDEQVAAQMPTVHYEFPNGYNCDFGAE.... The miRNA is hsa-miR-4440 with sequence UGUCGUGGGGCUUGCUGGCUUG. Result: 0 (no interaction). (4) The miRNA is hsa-miR-30b-3p with sequence CUGGGAGGUGGAUGUUUACUUC. The protein sequence of the target gene is MAAPGGRGRSLSGLLPAQTSLEYALLDAVTQQEKDSLVYQYLQKVDGWEQDLSVPEFPEGLEWLNTEEPISVYKDLCGKIVVLDFFTYCCINCIHLLPDLHALEHTYSDKDGLLIIGVHSAKFPNEKVLDNIKSAVLRYNITHPMVNDADASLWQELEVSCWPTLVILGPRGNMLFSLIGEGHKDKLFLYTSIALKYYKDRGQIRDNKIGIKLYKDSLPPSPLLFPGKVTVDQVTDRLVIADTGHHRILVVWKNGQIQYSIGGPNPGRKDGIFSESTFNSPQGVAIMNNIIYVADTENHL.... Result: 1 (interaction). (5) The miRNA is hsa-miR-4680-3p with sequence UCUGAAUUGUAAGAGUUGUUA. The protein sequence of the target gene is MAPITTSREEFDEIPTVVGIFSAFGLVFTVSLFAWICCQRKSSKSNKTPPYKFVHVLKGVDIYPENLNSKKKFGADDKNEVKNKPAVPKNSLHLDLEKRDLNGNFPKTNLKPGSPSDLENATPKLFLEGEKESVSPESLKSSTSLTSEEKQEKLGTLFFSLEYNFERKAFVVNIKEARGLPAMDEQSMTSDPYIKMTILPEKKHKVKTRVLRKTLDPAFDETFTFYGIPYTQIQELALHFTILSFDRFSRDDIIGEVLIPLSGIELSEGKMLMNREIIKRNVRKSSGRGELLISLCYQST.... Result: 0 (no interaction). (6) The miRNA is hsa-miR-21-5p with sequence UAGCUUAUCAGACUGAUGUUGA. The protein sequence of the target gene is MTNPSDRVLPANSMAESREGDFGCTVMELRKLMELRSRDALTQINVHYGGVQNLCSRLKTSPVEGLSGNPADLEKRRQVFGHNVIPPKKPKTFLELVWEALQDVTLIILEIAAIISLVLSFYRPAGEENELCGQVATTPEDENEAQAGWIEGAAILFSVIIVVLVTAFNDWSKEKQFRGLQCRIEQEQKFSIIRNGQLIQLPVAEIVVGDIAQVKYGDLLPADGILIQGNDLKIDESSLTGESDHVKKSLDKDPMLLSGTHVMEGSGRMVVTAVGVNSQTGIILTLLGVNEDDEGEKKKK.... Result: 1 (interaction). (7) Result: 1 (interaction). The protein sequence of the target gene is MTSFEDADTEETVTCLQMTVYHPGQLQCGIFQSISFNREKLPSSEVVKFGRNSNICHYTFQDKQVSRVQFSLQLFKKFNSSVLSFEIKNMSKKTNLIVDSRELGYLNKMDLPYRCMVRFGEYQFLMEKEDGESLEFFETQFILSPRSLLQENNWPPHRPIPEYGTYSLCSSQSSSPTEMDENES. The miRNA is hsa-miR-6808-5p with sequence CAGGCAGGGAGGUGGGACCAUG. (8) The miRNA is hsa-miR-6513-5p with sequence UUUGGGAUUGACGCCACAUGUCU. The protein sequence of the target gene is MWLLALCLVGLAGAQRGGGGPGGGAPGGPGLGLGSLGEERFPVVNTAYGRVRGVRRELNNEILGPVVQFLGVPYATPPLGARRFQPPEAPASWPGVRNATTLPPACPQNLHGALPAIMLPVWFTDNLEAAATYVQNQSEDCLYLNLYVPTEDGPLTKKRDEATLNPPDTDIRDPGKKPVMLFLHGGSYMEGTGNMFDGSVLAAYGNVIVATLNYRLGVLGFLSTGDQAAKGNYGLLDQIQALRWLSENIAHFGGDPERITIFGSGAGASCVNLLILSHHSEGLFQKAIAQSGTAISSWSV.... Result: 0 (no interaction). (9) The miRNA is hsa-miR-766-3p with sequence ACUCCAGCCCCACAGCCUCAGC. The protein sequence of the target gene is MAERRAFAQKISRTVAAEVRKQISGQYSGSPQLLKNLNIVGNISHHTTVPLTEAVDPVDLEDYLITHPLAVDSGPLRDLIEFPPDDIEVVYSPRDCRTLVSAVPEESEMDPHVRDCIRSYTEDWAIVIRKYHKLGTGFNPNTLDKQKERQKGLPKQVFESDEAPDGNSYQDDQDDLKRRSMSIDDTPRGSWACSIFDLKNSLPDALLPNLLDRTPNEEIDRQNDDQRKSNRHKELFALHPSPDEEEPIERLSVPDIPKEHFGQRLLVKCLSLKFEIEIEPIFASLALYDVKEKKKISENF.... Result: 1 (interaction). (10) Result: 0 (no interaction). The miRNA is hsa-miR-4793-3p with sequence UCUGCACUGUGAGUUGGCUGGCU. The protein sequence of the target gene is MSTAEASATTADAAEAGGRTKTGSPRTIPVFGVAIPDGEMQGIFKPMDLNRIIKVLEEEDKDVSEEKQLNYIKKLIHCYQNGFPLRDLAQIFKILSLCAEKIEKQPCFVEPASDIIKLCGLPFLKKKVSDEITYTEDTANSFALLGELMKIPSSALRIQICKCIVDFYHAEPLKKHIPGYQQVSSSYKIKMVEVGGLAKAMVQSALLLENQLVEKLWVLKVLQHLSTSGVNCTLMVKAQAASGICAHLNDPDPSGQLLFRSSEVLWNLLEKSSKEEIIQQLSNLECLLALKEVFKNLFVR....